This data is from Blood-brain barrier penetration binary classification data from Martins et al.. The task is: Regression/Classification. Given a drug SMILES string, predict its absorption, distribution, metabolism, or excretion properties. Task type varies by dataset: regression for continuous measurements (e.g., permeability, clearance, half-life) or binary classification for categorical outcomes (e.g., BBB penetration, CYP inhibition). Dataset: bbb_martins. (1) The drug is CN1C(CSCC(F)(F)F)Nc2cc(Cl)c(S(N)(=O)=O)cc2S1(=O)=O. The result is 0 (does not penetrate BBB). (2) The molecule is C#CC(OC(N)=O)c1ccccc1. The result is 1 (penetrates BBB). (3) The result is 1 (penetrates BBB). The compound is CC(C)Oc1ccccc1N1CCN(Cc2cccc(C(=O)N3CCCCC3)c2)CC1.O=C(O)CCC(=O)O. (4) The molecule is Cl/C(=C\n1cncn1)c1ccc(Cl)cc1Cl. The result is 1 (penetrates BBB). (5) The compound is CN(C)C1C(=O)/C(=C(/O)NCN2CCN(CCO)CC2)C(=O)C2(O)C(=O)C3=C(O)c4c(O)cccc4C(C)(O)C3CC12. The result is 0 (does not penetrate BBB). (6) The compound is O=NN(CCCl)C(=O)NC1CCCCC1. The result is 1 (penetrates BBB).